From a dataset of Forward reaction prediction with 1.9M reactions from USPTO patents (1976-2016). Predict the product of the given reaction. (1) Given the reactants [Br:1][C:2]1[CH:3]=[C:4]([C:8]2([C:16]3[CH:21]=[CH:20][C:19]([OH:22])=[CH:18][CH:17]=3)[NH:12][C:11](=[S:13])[N:10]([CH3:14])[C:9]2=[O:15])[CH:5]=[CH:6][CH:7]=1.C(N(CC)CC)C.[CH3:30][S:31](Cl)(=[O:33])=[O:32], predict the reaction product. The product is: [CH3:30][S:31]([O:22][C:19]1[CH:18]=[CH:17][C:16]([C:8]2([C:4]3[CH:5]=[CH:6][CH:7]=[C:2]([Br:1])[CH:3]=3)[C:9](=[O:15])[N:10]([CH3:14])[C:11](=[S:13])[NH:12]2)=[CH:21][CH:20]=1)(=[O:33])=[O:32]. (2) Given the reactants [CH3:1][C:2]1[CH:7]=[CH:6][C:5]([N:8]2[C:12]3[CH:13]=[CH:14][CH:15]=[CH:16][C:11]=3[NH:10][S:9]2(=[O:18])=[O:17])=[CH:4][CH:3]=1.C1(P(C2C=CC=CC=2)C2C=CC=CC=2)C=CC=CC=1.[Br:38][CH2:39][CH2:40][CH2:41]O.CC(OC(/N=N/C(OC(C)C)=O)=O)C, predict the reaction product. The product is: [Br:38][CH2:39][CH2:40][CH2:41][N:10]1[C:11]2[CH:16]=[CH:15][CH:14]=[CH:13][C:12]=2[N:8]([C:5]2[CH:4]=[CH:3][C:2]([CH3:1])=[CH:7][CH:6]=2)[S:9]1(=[O:18])=[O:17]. (3) Given the reactants [N+](=[C:3](P(=O)(OC)OC)C(=O)C)=[N-].[NH2:13][C:14]1[C:19]([F:20])=[C:18]([C:21]2[CH:26]=[CH:25][C:24]([CH:27]=O)=[C:23]([F:29])[CH:22]=2)[N:17]=[C:16]([C:30]([O:32][CH3:33])=[O:31])[C:15]=1[Cl:34].C(=O)([O-])[O-].[K+].[K+], predict the reaction product. The product is: [NH2:13][C:14]1[C:19]([F:20])=[C:18]([C:21]2[CH:26]=[CH:25][C:24]([C:27]#[CH:3])=[C:23]([F:29])[CH:22]=2)[N:17]=[C:16]([C:30]([O:32][CH3:33])=[O:31])[C:15]=1[Cl:34]. (4) Given the reactants [Cl:1][C:2]1[CH:7]=[CH:6][C:5]([C@H:8]2[C@@H:17]([C:18]3[CH:23]=[CH:22][C:21]([Cl:24])=[CH:20][CH:19]=3)[N:11]3[C:12](=[O:16])[CH:13]=[CH:14][CH:15]=[C:10]3[N:9]2[S:25]([C:28]2[CH:29]=[C:30]([CH:33]=[CH:34][CH:35]=2)[C:31]#[N:32])(=[O:27])=[O:26])=[CH:4][CH:3]=1.C1C(=O)N([I:43])C(=O)C1, predict the reaction product. The product is: [Cl:1][C:2]1[CH:7]=[CH:6][C:5]([C@H:8]2[C@@H:17]([C:18]3[CH:19]=[CH:20][C:21]([Cl:24])=[CH:22][CH:23]=3)[N:11]3[C:12](=[O:16])[C:13]([I:43])=[CH:14][CH:15]=[C:10]3[N:9]2[S:25]([C:28]2[CH:29]=[C:30]([CH:33]=[CH:34][CH:35]=2)[C:31]#[N:32])(=[O:27])=[O:26])=[CH:4][CH:3]=1. (5) Given the reactants [CH2:1]([C:5]1([N:22]([CH3:24])[CH3:23])[CH2:10][CH2:9][CH:8]([C:11]2[NH:12][C:13]3[C:18]([C:19]=2[CH3:20])=[CH:17][C:16]([F:21])=[CH:15][CH:14]=3)[CH2:7][CH2:6]1)[CH2:2][CH2:3][CH3:4].[Si]([Cl:29])(C)(C)C, predict the reaction product. The product is: [ClH:29].[CH2:1]([C:5]1([N:22]([CH3:24])[CH3:23])[CH2:10][CH2:9][CH:8]([C:11]2[NH:12][C:13]3[C:18]([C:19]=2[CH3:20])=[CH:17][C:16]([F:21])=[CH:15][CH:14]=3)[CH2:7][CH2:6]1)[CH2:2][CH2:3][CH3:4]. (6) Given the reactants [CH2:1]([NH:3][C:4]([NH:6][C:7]1[CH:12]=[CH:11][C:10](NC2N=C(N[C:10]3[CH:11]=[CH:12][C:7]([NH:6][C:4]([NH:3][CH2:1][CH3:2])=[O:5])=[CH:8][CH:9]=3)C(F)=CN=2)=[CH:9][CH:8]=1)=[O:5])[CH3:2].[NH2:34]C1C=CC=C(N)C=1.C(N=C=O)C.C(=O)([O-])[O-].[K+].[K+], predict the reaction product. The product is: [CH2:1]([NH:3][C:4]([NH:6][C:7]1[CH:12]=[C:11]([CH:10]=[CH:9][CH:8]=1)[NH2:34])=[O:5])[CH3:2]. (7) Given the reactants [CH3:1][C:2]1[CH:12]=[C:11]([CH:13]=[CH:14][C:15]2[CH:20]=[CH:19][C:18]([C:21]3[CH:26]=[CH:25][C:24]([C:27]([F:30])([F:29])[F:28])=[CH:23][CH:22]=3)=[CH:17][CH:16]=2)[CH:10]=[CH:9][C:3]=1[O:4][CH2:5][C:6]([OH:8])=[O:7], predict the reaction product. The product is: [CH3:1][C:2]1[CH:12]=[C:11]([CH2:13][CH2:14][C:15]2[CH:20]=[CH:19][C:18]([C:21]3[CH:26]=[CH:25][C:24]([C:27]([F:28])([F:29])[F:30])=[CH:23][CH:22]=3)=[CH:17][CH:16]=2)[CH:10]=[CH:9][C:3]=1[O:4][CH2:5][C:6]([OH:8])=[O:7].